Dataset: Catalyst prediction with 721,799 reactions and 888 catalyst types from USPTO. Task: Predict which catalyst facilitates the given reaction. (1) Reactant: [CH:1]12[O:7][CH:4]([CH2:5][CH2:6]1)[CH:3]1[C:8](O[C:11](=[O:12])[CH:2]21)=[O:9].C([N:15](CC)CC)C. Product: [CH:1]12[O:7][CH:4]([CH2:5][CH2:6]1)[CH:3]1[C:8](=[O:9])[NH:15][C:11](=[O:12])[CH:2]21. The catalyst class is: 260. (2) The catalyst class is: 755. Product: [Cl:10][C:11]1[CH:16]=[CH:15][C:14]([C:2]2[N:7]=[C:6]([CH3:8])[CH:5]=[C:4]([CH3:9])[N:3]=2)=[CH:13][CH:12]=1. Reactant: Cl[C:2]1[N:7]=[C:6]([CH3:8])[CH:5]=[C:4]([CH3:9])[N:3]=1.[Cl:10][C:11]1[CH:16]=[CH:15][C:14](B(O)O)=[CH:13][CH:12]=1.C(=O)([O-])[O-].[K+].[K+]. (3) Reactant: [CH2:1]([C:8]1[CH:15]=[CH:14][CH:13]=[CH:12][C:9]=1[CH2:10]O)[C:2]1[CH:7]=[CH:6][CH:5]=[CH:4][CH:3]=1.O=S(Cl)[Cl:18]. Product: [CH2:1]([C:8]1[CH:15]=[CH:14][CH:13]=[CH:12][C:9]=1[CH2:10][Cl:18])[C:2]1[CH:7]=[CH:6][CH:5]=[CH:4][CH:3]=1. The catalyst class is: 2. (4) Reactant: [NH2:1][C:2]1[CH:7]=[CH:6][C:5]([OH:8])=[CH:4][CH:3]=1.Cl[C:10]1[CH:15]=[CH:14][N:13]=[C:12]([C:16]([N:18]2[CH2:22][CH2:21][CH2:20][CH2:19]2)=[O:17])[CH:11]=1.C([O-])([O-])=O.[K+].[K+]. Product: [NH2:1][C:2]1[CH:7]=[CH:6][C:5]([O:8][C:10]2[CH:15]=[CH:14][N:13]=[C:12]([C:16]([N:18]3[CH2:22][CH2:21][CH2:20][CH2:19]3)=[O:17])[CH:11]=2)=[CH:4][CH:3]=1. The catalyst class is: 3. (5) Reactant: [H-].[Na+].[C:3]1([OH:9])[CH:8]=[CH:7][CH:6]=[CH:5][CH:4]=1.Cl[C:11]1[C:16]([N+:17]([O-:19])=[O:18])=[C:15]([NH:20][CH2:21][CH2:22][CH2:23][CH2:24][OH:25])[C:14]([CH3:26])=[C:13]([CH3:27])[N:12]=1. Product: [CH3:27][C:13]1[C:14]([CH3:26])=[C:15]([NH:20][CH2:21][CH2:22][CH2:23][CH2:24][OH:25])[C:16]([N+:17]([O-:19])=[O:18])=[C:11]([O:9][C:3]2[CH:8]=[CH:7][CH:6]=[CH:5][CH:4]=2)[N:12]=1. The catalyst class is: 12. (6) Reactant: [C:1]([O:5][C:6](=[O:25])[NH:7][C:8]1[CH:13]=[CH:12][C:11]([C:14]2[CH:19]=[CH:18][C:17]([C:20]#[N:21])=[C:16](F)[C:15]=2[F:23])=[CH:10][C:9]=1[F:24])([CH3:4])([CH3:3])[CH3:2].O.[NH2:27][NH2:28]. Product: [C:1]([O:5][C:6](=[O:25])[NH:7][C:8]1[CH:13]=[CH:12][C:11]([C:14]2[C:15]([F:23])=[C:16]3[C:17]([C:20]([NH2:21])=[N:27][NH:28]3)=[CH:18][CH:19]=2)=[CH:10][C:9]=1[F:24])([CH3:3])([CH3:4])[CH3:2]. The catalyst class is: 8. (7) Reactant: [OH:1][CH:2]([C:6]1[CH:11]=[CH:10][C:9]([C:12]2[N:16]=[C:15]([C:17]3[O:21][N:20]=[C:19]([C:22]4[CH:27]=[CH:26][CH:25]=[CH:24][CH:23]=4)[C:18]=3[C:28]([F:31])([F:30])[F:29])[O:14][N:13]=2)=[CH:8][CH:7]=1)[C:3]([OH:5])=O.CN1CCOCC1.CN(C(O[N:47]1N=[N:54][C:49]2C=CC=N[C:48]1=2)=[N+](C)C)C.F[P-](F)(F)(F)(F)F. Product: [C:48]([CH2:49][NH:54][C:3](=[O:5])[CH:2]([OH:1])[C:6]1[CH:7]=[CH:8][C:9]([C:12]2[N:16]=[C:15]([C:17]3[O:21][N:20]=[C:19]([C:22]4[CH:27]=[CH:26][CH:25]=[CH:24][CH:23]=4)[C:18]=3[C:28]([F:30])([F:31])[F:29])[O:14][N:13]=2)=[CH:10][CH:11]=1)#[N:47]. The catalyst class is: 3.